From a dataset of Catalyst prediction with 721,799 reactions and 888 catalyst types from USPTO. Predict which catalyst facilitates the given reaction. (1) Reactant: [CH2:1]([N:7]1C(=O)C2C(=CC=CC=2)C1=O)[CH2:2][CH2:3][CH2:4][CH:5]=[CH2:6].O.NN.[ClH:21]. Product: [ClH:21].[Cl:21][NH:7][CH2:1][CH2:2][CH2:3][CH2:4][CH:5]=[CH2:6]. The catalyst class is: 8. (2) Reactant: [CH2:1]([O:8][C:9]([N:11]([CH2:13][CH:14]=O)[CH3:12])=[O:10])[C:2]1[CH:7]=[CH:6][CH:5]=[CH:4][CH:3]=1.[NH:16]1[CH2:21][CH2:20][C:19](=[CH:22][C:23]([O:25][CH2:26][CH3:27])=[O:24])[CH2:18][CH2:17]1.[BH3-]C#N.[Na+]. Product: [CH2:1]([O:8][C:9]([N:11]([CH2:13][CH2:14][N:16]1[CH2:21][CH2:20][C:19](=[CH:22][C:23]([O:25][CH2:26][CH3:27])=[O:24])[CH2:18][CH2:17]1)[CH3:12])=[O:10])[C:2]1[CH:3]=[CH:4][CH:5]=[CH:6][CH:7]=1. The catalyst class is: 467. (3) Reactant: [C:1]([O:5][C:6]([N:8]1[CH2:13][CH2:12][CH2:11][CH2:10][CH:9]1[C:14]#[N:15])=[O:7])([CH3:4])([CH3:3])[CH3:2].[N-:16]=[N+:17]=[N-:18].[Na+].[Cl-].[NH4+]. Product: [C:1]([O:5][C:6]([N:8]1[CH2:13][CH2:12][CH2:11][CH2:10][CH:9]1[C:14]1[N:16]=[N:17][NH:18][N:15]=1)=[O:7])([CH3:4])([CH3:2])[CH3:3]. The catalyst class is: 35. (4) Reactant: [S:1]1[CH:5]=[CH:4][N:3]=[C:2]1[NH2:6].N1C=CN=C1.[S:12](Cl)(Cl)(=[O:14])=[O:13].Cl.[CH3:18][O:19][C:20]1[CH:25]=[C:24]([C:26]([F:29])([F:28])[F:27])[CH:23]=[CH:22][C:21]=1[C:30]1[C:31]2[CH2:39][CH2:38][NH:37][CH2:36][C:32]=2[N:33]=[CH:34][N:35]=1.CCN(C(C)C)C(C)C. Product: [CH3:18][O:19][C:20]1[CH:25]=[C:24]([C:26]([F:29])([F:27])[F:28])[CH:23]=[CH:22][C:21]=1[C:30]1[C:31]2[CH2:39][CH2:38][N:37]([S:12]([NH:6][C:2]3[S:1][CH:5]=[CH:4][N:3]=3)(=[O:14])=[O:13])[CH2:36][C:32]=2[N:33]=[CH:34][N:35]=1. The catalyst class is: 2. (5) Reactant: Cl[C:2]1[N:12]=[C:11]([NH:13][C:14]2[CH:19]=[CH:18][C:17]([N:20]3[CH2:25][CH2:24][N:23]([C:26]([O:28][C:29]([CH3:32])([CH3:31])[CH3:30])=[O:27])[CH2:22][CH2:21]3)=[C:16]([CH3:33])[CH:15]=2)[C:5]2[C:6](=[O:10])[NH:7][N:8]=[CH:9][C:4]=2[CH:3]=1.[Br-].[Cl:35][C:36]1[CH:43]=[CH:42][CH:41]=[C:40]([Cl:44])[C:37]=1[CH2:38][Zn+]. Product: [Cl:35][C:36]1[CH:43]=[CH:42][CH:41]=[C:40]([Cl:44])[C:37]=1[CH2:38][C:2]1[N:12]=[C:11]([NH:13][C:14]2[CH:19]=[CH:18][C:17]([N:20]3[CH2:21][CH2:22][N:23]([C:26]([O:28][C:29]([CH3:32])([CH3:31])[CH3:30])=[O:27])[CH2:24][CH2:25]3)=[C:16]([CH3:33])[CH:15]=2)[C:5]2[C:6](=[O:10])[NH:7][N:8]=[CH:9][C:4]=2[CH:3]=1. The catalyst class is: 602. (6) Reactant: [F:1][C:2]([F:17])([F:16])[C:3]1[CH:4]=[C:5]2[C:13](=[CH:14][CH:15]=1)[NH:12][C:11]1[CH2:10][CH2:9][CH2:8][CH2:7][C:6]2=1.ClC1C(=O)C(C#N)=C(C#N)C(=O)C=1Cl. Product: [F:17][C:2]([F:1])([F:16])[C:3]1[CH:4]=[C:5]2[C:13](=[CH:14][CH:15]=1)[NH:12][CH:11]1[CH:6]2[CH2:7][CH2:8][CH2:9][CH2:10]1. The catalyst class is: 28.